Task: Predict the product of the given reaction.. Dataset: Forward reaction prediction with 1.9M reactions from USPTO patents (1976-2016) (1) Given the reactants [I-].[Na+].Cl[CH:4]([CH3:8])[C:5](=[O:7])[CH3:6].[P:9]([O:16][CH2:17][CH3:18])([O:13][CH2:14][CH3:15])[O:10][CH2:11][CH3:12], predict the reaction product. The product is: [O:7]=[C:5]([CH3:6])[CH:4]([P:9](=[O:16])([O:13][CH2:14][CH3:15])[O:10][CH2:11][CH3:12])[CH3:8].[P:9]([O:16][CH2:17][CH3:18])([O:13][CH2:14][CH3:15])[O:10][CH2:11][CH3:12]. (2) Given the reactants [C:1]1([C:7]2[CH:11]=[C:10]([NH2:12])[NH:9][N:8]=2)[CH:6]=[CH:5][CH:4]=[CH:3][CH:2]=1.[C:13]([CH:16]([CH2:21][C:22]([O:24][CH3:25])=[O:23])[C:17](OC)=[O:18])(=O)[CH3:14], predict the reaction product. The product is: [CH3:14][C:13]1[NH:12][C:10]2[N:9]([N:8]=[C:7]([C:1]3[CH:2]=[CH:3][CH:4]=[CH:5][CH:6]=3)[CH:11]=2)[C:17](=[O:18])[C:16]=1[CH2:21][C:22]([O:24][CH3:25])=[O:23]. (3) Given the reactants N1(C2C=C(N)C(N)=[C:8]([CH3:14])C=2)C=CN=C1.[N:15]1([C:20]2[CH:25]=[C:24]([N+:26]([O-:28])=[O:27])[C:23]([NH2:29])=[C:22]([CH3:30])[CH:21]=2)[CH:19]=[CH:18][N:17]=[CH:16]1.[OH2:31], predict the reaction product. The product is: [N:15]1([C:20]2[CH:25]=[C:24]([N+:26]([O-:28])=[O:27])[C:23]([NH:29][C:8](=[O:31])[CH3:14])=[C:22]([CH3:30])[CH:21]=2)[CH:19]=[CH:18][N:17]=[CH:16]1. (4) Given the reactants Cl.[Cl:2][C:3]1[CH:4]=[C:5]([CH:33]=[C:34]([F:36])[CH:35]=1)[O:6][CH2:7][CH2:8][N:9]1[CH:13]=[C:12](/[CH:14]=[CH:15]/[C:16]([NH:18][C:19]2[CH:24]=[CH:23][CH:22]=[CH:21][C:20]=2[NH:25]C(=O)OC(C)(C)C)=[O:17])[CH:11]=[N:10]1, predict the reaction product. The product is: [NH2:25][C:20]1[CH:21]=[CH:22][CH:23]=[CH:24][C:19]=1[NH:18][C:16](=[O:17])/[CH:15]=[CH:14]/[C:12]1[CH:11]=[N:10][N:9]([CH2:8][CH2:7][O:6][C:5]2[CH:33]=[C:34]([F:36])[CH:35]=[C:3]([Cl:2])[CH:4]=2)[CH:13]=1.